This data is from NCI-60 drug combinations with 297,098 pairs across 59 cell lines. The task is: Regression. Given two drug SMILES strings and cell line genomic features, predict the synergy score measuring deviation from expected non-interaction effect. (1) Drug 1: CC(CN1CC(=O)NC(=O)C1)N2CC(=O)NC(=O)C2. Drug 2: CC1=CC2C(CCC3(C2CCC3(C(=O)C)OC(=O)C)C)C4(C1=CC(=O)CC4)C. Cell line: OVCAR-5. Synergy scores: CSS=26.3, Synergy_ZIP=-0.958, Synergy_Bliss=8.57, Synergy_Loewe=0.810, Synergy_HSA=5.36. (2) Drug 1: CC1=C2C(C(=O)C3(C(CC4C(C3C(C(C2(C)C)(CC1OC(=O)C(C(C5=CC=CC=C5)NC(=O)OC(C)(C)C)O)O)OC(=O)C6=CC=CC=C6)(CO4)OC(=O)C)OC)C)OC. Drug 2: C1C(C(OC1N2C=NC3=C(N=C(N=C32)Cl)N)CO)O. Cell line: SF-539. Synergy scores: CSS=54.5, Synergy_ZIP=9.55, Synergy_Bliss=8.87, Synergy_Loewe=-19.7, Synergy_HSA=9.12. (3) Drug 1: CCC1=CC2CC(C3=C(CN(C2)C1)C4=CC=CC=C4N3)(C5=C(C=C6C(=C5)C78CCN9C7C(C=CC9)(C(C(C8N6C)(C(=O)OC)O)OC(=O)C)CC)OC)C(=O)OC.C(C(C(=O)O)O)(C(=O)O)O. Drug 2: CS(=O)(=O)CCNCC1=CC=C(O1)C2=CC3=C(C=C2)N=CN=C3NC4=CC(=C(C=C4)OCC5=CC(=CC=C5)F)Cl. Cell line: OVCAR3. Synergy scores: CSS=75.9, Synergy_ZIP=16.1, Synergy_Bliss=16.5, Synergy_Loewe=1.80, Synergy_HSA=17.0. (4) Drug 1: CC1=C(C=C(C=C1)NC(=O)C2=CC=C(C=C2)CN3CCN(CC3)C)NC4=NC=CC(=N4)C5=CN=CC=C5. Drug 2: CN1C2=C(C=C(C=C2)N(CCCl)CCCl)N=C1CCCC(=O)O.Cl. Cell line: SK-MEL-2. Synergy scores: CSS=-2.04, Synergy_ZIP=-6.57, Synergy_Bliss=-19.4, Synergy_Loewe=-21.4, Synergy_HSA=-16.6. (5) Drug 2: C1CC(=O)NC(=O)C1N2C(=O)C3=CC=CC=C3C2=O. Synergy scores: CSS=26.3, Synergy_ZIP=1.73, Synergy_Bliss=2.14, Synergy_Loewe=0.366, Synergy_HSA=0.0969. Drug 1: CC12CCC3C(C1CCC2=O)CC(=C)C4=CC(=O)C=CC34C. Cell line: A498. (6) Drug 1: CS(=O)(=O)C1=CC(=C(C=C1)C(=O)NC2=CC(=C(C=C2)Cl)C3=CC=CC=N3)Cl. Drug 2: CN1C(=O)N2C=NC(=C2N=N1)C(=O)N. Cell line: UACC62. Synergy scores: CSS=-2.82, Synergy_ZIP=0.948, Synergy_Bliss=-1.67, Synergy_Loewe=-5.45, Synergy_HSA=-4.08.